This data is from Catalyst prediction with 721,799 reactions and 888 catalyst types from USPTO. The task is: Predict which catalyst facilitates the given reaction. (1) Reactant: [N+:1]([C:4]1[C:12]([NH2:13])=[CH:11][CH:10]=[C:9]2[C:5]=1[CH2:6][CH2:7][CH2:8]2)([O-])=[O:2].[N:14]#[C:15][NH2:16].[CH]Cl.[OH-].[Na+]. Product: [N+:1]1([O-:2])[C:4]2[C:5]3[CH2:6][CH2:7][CH2:8][C:9]=3[CH:10]=[CH:11][C:12]=2[N:13]=[C:15]([NH2:16])[N:14]=1. The catalyst class is: 6. (2) Reactant: CO[C:3]([C:5]1[CH2:6][N:7]([C:12]([O:14][C:15]([CH3:18])([CH3:17])[CH3:16])=[O:13])[CH2:8][CH2:9][C:10]=1[OH:11])=[O:4].[Cl:19][C:20]1[C:21]([CH2:31][NH:32][CH:33]2[CH2:35][CH2:34]2)=[CH:22][C:23]([CH2:26][CH2:27][CH2:28][O:29][CH3:30])=[N:24][CH:25]=1.O.C1(C)C=CC(S(O)(=O)=O)=CC=1.CCOC(C)=O. Product: [C:15]([O:14][C:12]([N:7]1[CH2:8][CH2:9][C:10](=[O:11])[CH:5]([C:3](=[O:4])[N:32]([CH2:31][C:21]2[C:20]([Cl:19])=[CH:25][N:24]=[C:23]([CH2:26][CH2:27][CH2:28][O:29][CH3:30])[CH:22]=2)[CH:33]2[CH2:35][CH2:34]2)[CH2:6]1)=[O:13])([CH3:16])([CH3:17])[CH3:18]. The catalyst class is: 11.